Dataset: Catalyst prediction with 721,799 reactions and 888 catalyst types from USPTO. Task: Predict which catalyst facilitates the given reaction. (1) Reactant: [CH3:1][C:2]1[C:3]([Se:16][C:17]2[CH:27]=[CH:26][C:20]([C:21](OCC)=[O:22])=[CH:19][N:18]=2)=[CH:4][C:5]2[C:6]([CH3:15])([CH3:14])[CH2:7][CH2:8][C:9]([CH3:13])([CH3:12])[C:10]=2[CH:11]=1.[H-].[Al+3].[Li+].[H-].[H-].[H-].[H-]. Product: [CH3:1][C:2]1[C:3]([Se:16][C:17]2[N:18]=[CH:19][C:20]([CH2:21][OH:22])=[CH:26][CH:27]=2)=[CH:4][C:5]2[C:6]([CH3:15])([CH3:14])[CH2:7][CH2:8][C:9]([CH3:12])([CH3:13])[C:10]=2[CH:11]=1. The catalyst class is: 1. (2) Reactant: [Cl:1][C:2]1[C:11]([Cl:12])=[CH:10][C:5]2[NH:6][C:7]([SH:9])=[N:8][C:4]=2[CH:3]=1.[H-].[Na+].[N+]([C:18]1[O:22][C:21]([CH:23]=[O:24])=[CH:20][CH:19]=1)([O-])=O. The catalyst class is: 7. Product: [Cl:12][C:11]1[C:2]([Cl:1])=[CH:3][C:4]2[NH:8][C:7]([S:9][C:18]3[O:22][C:21]([CH:23]=[O:24])=[CH:20][CH:19]=3)=[N:6][C:5]=2[CH:10]=1. (3) Reactant: [Br:1][C:2]1[CH:7]=[CH:6][C:5]([NH:8][C:9](=[O:20])[CH2:10][CH2:11][CH2:12][CH2:13][CH2:14][CH2:15][C:16]([O:18][CH3:19])=[O:17])=[C:4]([N+:21]([O-])=O)[CH:3]=1.Cl[Sn]Cl.O. Product: [NH2:21][C:4]1[CH:3]=[C:2]([Br:1])[CH:7]=[CH:6][C:5]=1[NH:8][C:9](=[O:20])[CH2:10][CH2:11][CH2:12][CH2:13][CH2:14][CH2:15][C:16]([O:18][CH3:19])=[O:17]. The catalyst class is: 14.